Dataset: Catalyst prediction with 721,799 reactions and 888 catalyst types from USPTO. Task: Predict which catalyst facilitates the given reaction. Reactant: [Cl:1][C:2]1[C:11]2[CH2:10][N:9]([C@H:12]([CH:16]([CH3:18])[CH3:17])[C:13](O)=[O:14])[C:8](=[O:19])[C:7]3=[CH:20][NH:21][C:5]([C:6]=23)=[N:4][CH:3]=1.[NH2:22][C:23]1[CH:24]=[C:25]([CH:28]=[CH:29][CH:30]=1)[C:26]#[N:27].CN(C(ON1N=NC2C=CC=NC1=2)=[N+](C)C)C.F[P-](F)(F)(F)(F)F. Product: [Cl:1][C:2]1[C:11]2[CH2:10][N:9]([C@H:12]([CH:16]([CH3:17])[CH3:18])[C:13]([NH:22][C:23]3[CH:30]=[CH:29][CH:28]=[C:25]([C:26]#[N:27])[CH:24]=3)=[O:14])[C:8](=[O:19])[C:7]3=[CH:20][NH:21][C:5]([C:6]=23)=[N:4][CH:3]=1. The catalyst class is: 1.